Dataset: Full USPTO retrosynthesis dataset with 1.9M reactions from patents (1976-2016). Task: Predict the reactants needed to synthesize the given product. (1) Given the product [F:7][C:2]([F:8])([C:3]([F:6])([F:5])[F:4])[C:1]([C:14]1[CH:12]=[CH:15][CH:18]=[CH:17][C:16]=1[OH:23])([F:10])[F:9], predict the reactants needed to synthesize it. The reactants are: [CH:1]([F:10])([F:9])[C:2]([F:8])([F:7])[C:3]([F:6])([F:5])[F:4].[Li][C:12]([CH3:15])([CH3:14])C.[CH:16](=[O:23])[C:17]1C=CC=C[CH:18]=1.Cl. (2) Given the product [CH3:33][C:31]1[CH:32]=[C:27]([CH3:26])[N:28]=[C:29]([C:34]2[CH:35]=[CH:36][C:37]([C:17]3[CH:16]=[CH:15][C:14]([C:12]4[N:13]=[C:8]([C:5]5[CH:6]=[CH:7][CH:2]=[CH:3][CH:4]=5)[N:9]=[C:10]([C:20]5[CH:25]=[CH:24][CH:23]=[CH:22][CH:21]=5)[N:11]=4)=[CH:19][CH:18]=3)=[CH:38][CH:39]=2)[N:30]=1, predict the reactants needed to synthesize it. The reactants are: Br[C:2]1[CH:7]=[CH:6][C:5]([C:8]2[N:13]=[C:12]([C:14]3[CH:19]=[CH:18][CH:17]=[CH:16][CH:15]=3)[N:11]=[C:10]([C:20]3[CH:25]=[CH:24][CH:23]=[CH:22][CH:21]=3)[N:9]=2)=[CH:4][CH:3]=1.[CH3:26][C:27]1[CH:32]=[C:31]([CH3:33])[N:30]=[C:29]([C:34]2[CH:39]=[CH:38][C:37](B3OC(C)(C)C(C)(C)O3)=[CH:36][CH:35]=2)[N:28]=1.C(P)(C)(C)C.[OH-].[Na+]. (3) Given the product [C:17]([O:12][C:11]1[C:10]2[CH:9]=[C:8]([C:13]([O:15][CH3:16])=[O:14])[CH:7]=[CH:6][C:5]=2[CH2:4][CH2:3][C:2]=1[CH3:1])(=[O:19])[CH3:18], predict the reactants needed to synthesize it. The reactants are: [CH3:1][CH:2]1[C:11](=[O:12])[C:10]2[CH:9]=[C:8]([C:13]([O:15][CH3:16])=[O:14])[CH:7]=[CH:6][C:5]=2[CH2:4][CH2:3]1.[C:17](OC(=O)C)(=[O:19])[CH3:18].C(Cl)(Cl)(Cl)Cl. (4) Given the product [Cl:30][C:29]1[C:24]([CH:11]([C:12]([O:14][CH2:15][CH3:16])=[O:13])[NH2:10])=[N:25][CH:26]=[C:27]([Cl:31])[CH:28]=1, predict the reactants needed to synthesize it. The reactants are: [H-].[Na+].C1(C(C2C=CC=CC=2)=[N:10][CH2:11][C:12]([O:14][CH2:15][CH3:16])=[O:13])C=CC=CC=1.Cl[C:24]1[C:29]([Cl:30])=[CH:28][C:27]([Cl:31])=[CH:26][N:25]=1.Cl. (5) Given the product [NH2:1][C:2]1[N:7]=[CH:6][N:5]=[C:4]2[NH:8][N:9]=[C:10]([C:11]3[CH:16]=[CH:15][C:14]([NH:17][C:18](=[O:30])[C:19]4[CH:24]=[CH:23][C:22]([C:25]([F:27])([F:28])[F:26])=[CH:21][C:20]=4[F:29])=[C:13]([O:31][CH3:32])[CH:12]=3)[C:3]=12, predict the reactants needed to synthesize it. The reactants are: [NH2:1][C:2]1[N:7]=[CH:6][N:5]=[C:4]2[N:8](C(C3C=CC=CC=3)(C3C=CC=CC=3)C3C=CC=CC=3)[N:9]=[C:10]([C:11]3[CH:16]=[CH:15][C:14]([NH:17][C:18](=[O:30])[C:19]4[CH:24]=[CH:23][C:22]([C:25]([F:28])([F:27])[F:26])=[CH:21][C:20]=4[F:29])=[C:13]([O:31][CH3:32])[CH:12]=3)[C:3]=12.Cl.O1CCOCC1. (6) Given the product [CH:38]1([NH:41][CH:4]([CH2:3][CH3:2])[CH2:5][O:6][C:7]2[CH:12]=[CH:11][C:10]([C:13]3[CH:18]=[CH:17][C:16]([C:19]([O:21][CH2:22][CH3:23])=[O:20])=[CH:15][CH:14]=3)=[CH:9][C:8]=2[C:24]2[CH:33]=[CH:32][C:31]3[C:30]([CH3:35])([CH3:34])[CH2:29][CH2:28][C:27]([CH3:37])([CH3:36])[C:26]=3[CH:25]=2)[CH2:40][CH2:39]1, predict the reactants needed to synthesize it. The reactants are: Cl[CH2:2][CH2:3][CH2:4][CH2:5][O:6][C:7]1[CH:12]=[CH:11][C:10]([C:13]2[CH:18]=[CH:17][C:16]([C:19]([O:21][CH2:22][CH3:23])=[O:20])=[CH:15][CH:14]=2)=[CH:9][C:8]=1[C:24]1[CH:33]=[CH:32][C:31]2[C:30]([CH3:35])([CH3:34])[CH2:29][CH2:28][C:27]([CH3:37])([CH3:36])[C:26]=2[CH:25]=1.[CH:38]1([NH2:41])[CH2:40][CH2:39]1.